This data is from Full USPTO retrosynthesis dataset with 1.9M reactions from patents (1976-2016). The task is: Predict the reactants needed to synthesize the given product. (1) Given the product [C:1]1([CH:7]([O:18][C:19]2[CH:24]=[CH:23][C:22]([C:25]([OH:34])([C:30]([F:31])([F:32])[F:33])[C:26]([F:28])([F:29])[F:27])=[CH:21][CH:20]=2)[CH2:8][O:9][C:10]2[CH:11]=[CH:12][C:13]([CH:14]=[O:15])=[CH:16][CH:17]=2)[CH:6]=[CH:5][CH:4]=[CH:3][CH:2]=1, predict the reactants needed to synthesize it. The reactants are: [C:1]1([CH:7]([O:18][C:19]2[CH:24]=[CH:23][C:22]([C:25]([O:34]CC3C=CC(OC)=CC=3)([C:30]([F:33])([F:32])[F:31])[C:26]([F:29])([F:28])[F:27])=[CH:21][CH:20]=2)[CH2:8][O:9][C:10]2[CH:17]=[CH:16][C:13]([CH:14]=[O:15])=[CH:12][CH:11]=2)[CH:6]=[CH:5][CH:4]=[CH:3][CH:2]=1.ClC(Cl)C.C(C1C(=O)C(Cl)=C(Cl)C(=O)C=1C#N)#N.O. (2) Given the product [CH3:1][O:2][C:3](=[O:14])[C:4]([CH2:13][NH:23][O:22][CH2:15][C:16]1[CH:21]=[CH:20][CH:19]=[CH:18][CH:17]=1)=[CH:5][CH2:6][CH2:7][CH3:8], predict the reactants needed to synthesize it. The reactants are: [CH3:1][O:2][C:3](=[O:14])[C:4](=[CH2:13])[CH:5](OC(=O)C)[CH2:6][CH2:7][CH3:8].[CH2:15]([O:22][NH2:23])[C:16]1[CH:21]=[CH:20][CH:19]=[CH:18][CH:17]=1. (3) Given the product [Cl:1][C:2]1[C:11]2[N:10]([CH:15]=[N:13][N:12]=2)[C:9]2[C:4]([N:3]=1)=[CH:5][CH:6]=[C:7]([Cl:14])[CH:8]=2, predict the reactants needed to synthesize it. The reactants are: [Cl:1][C:2]1[C:11]([NH:12][NH2:13])=[N:10][C:9]2[C:4](=[CH:5][CH:6]=[C:7]([Cl:14])[CH:8]=2)[N:3]=1.[CH:15](OCC)(OCC)OCC. (4) Given the product [NH2:3][CH2:4][C:5]1[N:14]=[C:13]([N:15]([C:17]2[CH:22]=[CH:21][C:20]([O:23][CH3:24])=[CH:19][CH:18]=2)[CH3:16])[C:12]2[C:7](=[CH:8][CH:9]=[C:10]([NH2:25])[CH:11]=2)[N:6]=1, predict the reactants needed to synthesize it. The reactants are: Cl.Cl.[NH2:3][CH2:4][C:5]1[N:14]=[C:13]([N:15]([C:17]2[CH:22]=[CH:21][C:20]([O:23][CH3:24])=[CH:19][CH:18]=2)[CH3:16])[C:12]2[C:7](=[CH:8][CH:9]=[C:10]([NH2:25])[CH:11]=2)[N:6]=1.NCC1N=C(N(C2C=CC(OC)=CC=2)C)C2C(=CC=C([N+]([O-])=O)C=2)N=1. (5) The reactants are: [C:1]([N:4]1[C:13]2[C:8](=[CH:9][C:10]([C:14]3[CH:23]=[CH:22][C:17]([C:18]([O:20][CH3:21])=[O:19])=[CH:16][C:15]=3[CH3:24])=[CH:11][CH:12]=2)[C@H:7]([NH:25]C(OC(C)C)=O)[CH2:6][C@@H:5]1[CH3:32])(=[O:3])[CH3:2].[Cl-].[Al+3].[Cl-].[Cl-].C(N(CC)CC)C.C([O-])(O)=O.[Na+]. Given the product [C:1]([N:4]1[C:13]2[C:8](=[CH:9][C:10]([C:14]3[CH:23]=[CH:22][C:17]([C:18]([O:20][CH3:21])=[O:19])=[CH:16][C:15]=3[CH3:24])=[CH:11][CH:12]=2)[C@H:7]([NH2:25])[CH2:6][C@@H:5]1[CH3:32])(=[O:3])[CH3:2], predict the reactants needed to synthesize it. (6) Given the product [Cl:18][C:4]1[CH:3]=[C:2]([B:19]2[O:23][C:22]([CH3:25])([CH3:24])[C:21]([CH3:27])([CH3:26])[O:20]2)[CH:17]=[CH:16][C:5]=1[CH2:6][CH2:7][NH:8][C:9](=[O:15])[O:10][C:11]([CH3:14])([CH3:13])[CH3:12], predict the reactants needed to synthesize it. The reactants are: Br[C:2]1[CH:17]=[CH:16][C:5]([CH2:6][CH2:7][NH:8][C:9](=[O:15])[O:10][C:11]([CH3:14])([CH3:13])[CH3:12])=[C:4]([Cl:18])[CH:3]=1.[B:19]1([B:19]2[O:23][C:22]([CH3:25])([CH3:24])[C:21]([CH3:27])([CH3:26])[O:20]2)[O:23][C:22]([CH3:25])([CH3:24])[C:21]([CH3:27])([CH3:26])[O:20]1. (7) Given the product [CH:23]1([C:19]2[CH:20]=[C:21]([CH3:22])[C:16]([N:13]3[CH2:14][CH2:15][N:10]([C:8]([C:5]4[CH:6]=[CH:7][C:2]([N:30]5[C:31]([CH3:35])([CH3:34])[C:32](=[O:33])[N:28]([CH3:27])[C:29]5=[O:36])=[CH:3][C:4]=4[F:26])=[O:9])[CH2:11][CH2:12]3)=[N:17][CH:18]=2)[CH2:25][CH2:24]1, predict the reactants needed to synthesize it. The reactants are: Br[C:2]1[CH:7]=[CH:6][C:5]([C:8]([N:10]2[CH2:15][CH2:14][N:13]([C:16]3[C:21]([CH3:22])=[CH:20][C:19]([CH:23]4[CH2:25][CH2:24]4)=[CH:18][N:17]=3)[CH2:12][CH2:11]2)=[O:9])=[C:4]([F:26])[CH:3]=1.[CH3:27][N:28]1[C:32](=[O:33])[C:31]([CH3:35])([CH3:34])[NH:30][C:29]1=[O:36]. (8) Given the product [C:1]([O:5][C:6](=[O:36])[NH:7][C@@H:8]([CH2:29][C:30]1[CH:35]=[CH:34][CH:33]=[CH:32][CH:31]=1)[CH2:9][O:10][C:11]1[CH:16]=[CH:15][C:14]([CH2:17][OH:18])=[C:13]([C:19]2[CH:20]=[C:21]3[C:25](=[CH:26][CH:27]=2)[NH:24][N:23]=[C:22]3[CH3:28])[CH:12]=1)([CH3:4])([CH3:2])[CH3:3], predict the reactants needed to synthesize it. The reactants are: [C:1]([O:5][C:6](=[O:36])[NH:7][C@@H:8]([CH2:29][C:30]1[CH:35]=[CH:34][CH:33]=[CH:32][CH:31]=1)[CH2:9][O:10][C:11]1[CH:16]=[CH:15][C:14]([CH:17]=[O:18])=[C:13]([C:19]2[CH:20]=[C:21]3[C:25](=[CH:26][CH:27]=2)[NH:24][N:23]=[C:22]3[CH3:28])[CH:12]=1)([CH3:4])([CH3:3])[CH3:2].[BH4-].[Na+]. (9) The reactants are: [BH4-].[Na+].[CH2:3]([NH:10][C:11]1[CH:16]=[C:15]([CH2:17][CH2:18][CH2:19][CH2:20][CH3:21])[N:14]=[C:13]([N:22]([CH2:32][C:33]2[CH:38]=[CH:37][C:36]([O:39][CH3:40])=[CH:35][CH:34]=2)[CH2:23][C:24]2[CH:29]=[CH:28][C:27]([O:30][CH3:31])=[CH:26][CH:25]=2)[C:12]=1[N+:41]([O-])=O)[C:4]1[CH:9]=[CH:8][CH:7]=[CH:6][CH:5]=1. Given the product [CH2:3]([NH:10][C:11]1[CH:16]=[C:15]([CH2:17][CH2:18][CH2:19][CH2:20][CH3:21])[N:14]=[C:13]([N:22]([CH2:23][C:24]2[CH:25]=[CH:26][C:27]([O:30][CH3:31])=[CH:28][CH:29]=2)[CH2:32][C:33]2[CH:34]=[CH:35][C:36]([O:39][CH3:40])=[CH:37][CH:38]=2)[C:12]=1[NH2:41])[C:4]1[CH:5]=[CH:6][CH:7]=[CH:8][CH:9]=1, predict the reactants needed to synthesize it.